Predict the reactants needed to synthesize the given product. From a dataset of Full USPTO retrosynthesis dataset with 1.9M reactions from patents (1976-2016). (1) Given the product [C:43]([NH:46][C:25]([C:24]1[CH:28]=[CH:29][C:30]([O:31][CH3:32])=[C:22]([C:3]2[CH:4]=[CH:5][C:6]3[O:10][C:9]([C:11]4[CH:16]=[CH:15][C:14]([F:17])=[CH:13][CH:12]=4)=[C:8]([C:18]([NH:19][CH3:20])=[O:21])[C:7]=3[C:2]=2[F:1])[CH:23]=1)=[O:27])([CH3:45])([CH3:44])[CH3:42], predict the reactants needed to synthesize it. The reactants are: [F:1][C:2]1[C:7]2[C:8]([C:18](=[O:21])[NH:19][CH3:20])=[C:9]([C:11]3[CH:16]=[CH:15][C:14]([F:17])=[CH:13][CH:12]=3)[O:10][C:6]=2[CH:5]=[CH:4][C:3]=1[C:22]1[CH:23]=[C:24]([CH:28]=[CH:29][C:30]=1[O:31][CH3:32])[C:25]([OH:27])=O.C(N(C(C)C)C(C)C)C.[CH3:42][C:43]([NH2:46])([CH3:45])[CH3:44].CN(C(ON1N=NC2C=CC=NC1=2)=[N+](C)C)C.F[P-](F)(F)(F)(F)F. (2) Given the product [Br:1][C:2]1[CH:3]=[CH:4][C:5]([C:8]([NH:13][CH3:12])=[O:10])=[N:6][CH:7]=1, predict the reactants needed to synthesize it. The reactants are: [Br:1][C:2]1[CH:3]=[CH:4][C:5]([C:8]([O:10]C)=O)=[N:6][CH:7]=1.[CH3:12][NH2:13]. (3) Given the product [Cl:1][C:11]1[CH:12]=[CH:13][CH:14]=[CH:15][C:10]=1[CH:9]=[N:16][OH:17], predict the reactants needed to synthesize it. The reactants are: [Cl:1]N1C(=O)CCC1=O.[CH:9](=[N:16][OH:17])[C:10]1[CH:15]=[CH:14][CH:13]=[CH:12][CH:11]=1.O. (4) Given the product [CH3:31][C@H:28]1[CH2:29][CH2:30][C@H:25]([N:11]([CH2:10][C@@H:9]2[CH2:32][C@H:8]2[C:4]2[CH:5]=[CH:6][CH:7]=[CH:2][CH:3]=2)[C:12](=[O:24])[NH:13][C:14]2[S:15][C:16]([S:19][CH2:20][C:21]([OH:23])=[O:22])=[CH:17][N:18]=2)[CH2:26][CH2:27]1, predict the reactants needed to synthesize it. The reactants are: Cl[C:2]1[CH:3]=[C:4]([CH2:8][CH2:9][CH2:10][N:11]([C@H:25]2[CH2:30][CH2:29][C@H:28]([CH3:31])[CH2:27][CH2:26]2)[C:12](=[O:24])[NH:13][C:14]2[S:15][C:16]([S:19][CH2:20][C:21]([OH:23])=[O:22])=[CH:17][N:18]=2)[CH:5]=[CH:6][CH:7]=1.[C:32]1([C@@H]2C[C@H]2C(O)=O)C=CC=CC=1.C(OC(=O)CSC1SC(N)=NC=1)C. (5) Given the product [S:1]1[C:5]2[CH:6]=[CH:7][CH:8]=[CH:9][C:4]=2[N:3]=[C:2]1[S:10][C:11]1[S:15][C:14]([C:16]([NH:31][CH:28]2[CH2:29][CH2:30][N:25]([CH:22]([CH3:24])[CH3:23])[CH2:26][CH2:27]2)=[O:18])=[CH:13][C:12]=1[N+:19]([O-:21])=[O:20], predict the reactants needed to synthesize it. The reactants are: [S:1]1[C:5]2[CH:6]=[CH:7][CH:8]=[CH:9][C:4]=2[N:3]=[C:2]1[S:10][C:11]1[S:15][C:14]([C:16]([OH:18])=O)=[CH:13][C:12]=1[N+:19]([O-:21])=[O:20].[CH:22]([N:25]1[CH2:30][CH2:29][CH:28]([NH2:31])[CH2:27][CH2:26]1)([CH3:24])[CH3:23].